From a dataset of Forward reaction prediction with 1.9M reactions from USPTO patents (1976-2016). Predict the product of the given reaction. Given the reactants [CH2:1]([O:8][C:9]1[C:14]([C:15]2[CH:20]=[CH:19][C:18]([OH:21])=[CH:17][CH:16]=2)=[CH:13][C:12]([C:22]([O:24][CH3:25])=[O:23])=[CH:11][CH:10]=1)[C:2]1[CH:7]=[CH:6][CH:5]=[CH:4][CH:3]=1.[CH2:26]([O:28][CH2:29][CH2:30]Cl)[CH3:27].C(=O)([O-])[O-].[K+].[K+], predict the reaction product. The product is: [CH2:1]([O:8][C:9]1[C:14]([C:15]2[CH:20]=[CH:19][C:18]([O:21][CH2:27][CH2:26][O:28][CH2:29][CH3:30])=[CH:17][CH:16]=2)=[CH:13][C:12]([C:22]([O:24][CH3:25])=[O:23])=[CH:11][CH:10]=1)[C:2]1[CH:3]=[CH:4][CH:5]=[CH:6][CH:7]=1.